This data is from Catalyst prediction with 721,799 reactions and 888 catalyst types from USPTO. The task is: Predict which catalyst facilitates the given reaction. (1) Reactant: [Cl:1][C:2]1[CH:3]=[CH:4][C:5]2[O:9][C:8]([C:10]3[CH:11]=[CH:12][C:13]([NH:17][CH2:18][CH2:19][C:20]([F:23])([F:22])[F:21])=[C:14]([CH:16]=3)[NH2:15])=[N:7][C:6]=2[CH:24]=1.Cl.[C:26](=N)(OCC)[CH3:27].C(=O)([O-])O.[Na+]. The catalyst class is: 8. Product: [Cl:1][C:2]1[CH:3]=[CH:4][C:5]2[O:9][C:8]([C:10]3[CH:11]=[CH:12][C:13]4[N:17]([CH2:18][CH2:19][C:20]([F:21])([F:23])[F:22])[C:26]([CH3:27])=[N:15][C:14]=4[CH:16]=3)=[N:7][C:6]=2[CH:24]=1. (2) Reactant: Br[C:2]1[CH:3]=[C:4]2[C:8](=[CH:9][CH:10]=1)[NH:7][N:6]=[C:5]2[C:11]1[N:12]=[N:13][N:14]([C:16]2[CH:21]=[CH:20][C:19]([C:22]([N:24]3[CH2:29][CH2:28][O:27][CH2:26][CH2:25]3)=[O:23])=[CH:18][CH:17]=2)[CH:15]=1.[CH3:30][N:31]1[CH2:36][CH:35]=[C:34](B(O)O)[CH2:33][CH2:32]1.[F-].[Cs+]. Product: [CH3:30][N:31]1[CH2:32][CH:33]=[C:34]([C:2]2[CH:3]=[C:4]3[C:8](=[CH:9][CH:10]=2)[NH:7][N:6]=[C:5]3[C:11]2[N:12]=[N:13][N:14]([C:16]3[CH:21]=[CH:20][C:19]([C:22]([N:24]4[CH2:29][CH2:28][O:27][CH2:26][CH2:25]4)=[O:23])=[CH:18][CH:17]=3)[CH:15]=2)[CH2:35][CH2:36]1. The catalyst class is: 551. (3) Reactant: [F:1][C:2]1[CH:3]=[C:4]([CH:7]=[C:8]([F:10])[CH:9]=1)[CH:5]=[O:6]. Product: [F:1][C:2]1[CH:3]=[C:4]([CH:5]([OH:6])[CH2:2][CH2:3][CH:4]([CH3:7])[CH3:5])[CH:7]=[C:8]([F:10])[CH:9]=1. The catalyst class is: 1. (4) Reactant: C(=O)([O-])[O-].[Cs+].[Cs+].[NH:7]1[CH:11]=[C:10](/[CH:12]=[CH:13]/[C:14]([NH:16][C:17]2[CH:22]=[CH:21][CH:20]=[CH:19][C:18]=2[NH:23][C:24](=[O:30])[O:25][C:26]([CH3:29])([CH3:28])[CH3:27])=[O:15])[CH:9]=[N:8]1.Br[CH2:32][CH2:33][O:34][C:35]1[CH:40]=[C:39]([F:41])[CH:38]=[C:37]([Cl:42])[CH:36]=1. Product: [Cl:42][C:37]1[CH:36]=[C:35]([CH:40]=[C:39]([F:41])[CH:38]=1)[O:34][CH2:33][CH2:32][N:7]1[CH:11]=[C:10](/[CH:12]=[CH:13]/[C:14]([NH:16][C:17]2[CH:22]=[CH:21][CH:20]=[CH:19][C:18]=2[NH:23][C:24](=[O:30])[O:25][C:26]([CH3:27])([CH3:29])[CH3:28])=[O:15])[CH:9]=[N:8]1. The catalyst class is: 31. (5) Reactant: C([O:3][C:4]([C:6]1[N:7]=[C:8]([NH:11][C:12]2[CH:17]=[CH:16][CH:15]=[CH:14][C:13]=2/[CH:18]=[CH:19]/[C:20]2[C:28]3[C:23](=[CH:24][CH:25]=[CH:26][CH:27]=3)[NH:22][N:21]=2)[S:9][CH:10]=1)=O)C.C(Cl)Cl.[H-].C([Al+]CC(C)C)C(C)C.[C@H](O)(C([O-])=O)[C@@H](O)C([O-])=O.[Na+].[K+]. Product: [NH:22]1[C:23]2[C:28](=[CH:27][CH:26]=[CH:25][CH:24]=2)[C:20](/[CH:19]=[CH:18]/[C:13]2[CH:14]=[CH:15][CH:16]=[CH:17][C:12]=2[NH:11][C:8]2[S:9][CH:10]=[C:6]([CH2:4][OH:3])[N:7]=2)=[N:21]1. The catalyst class is: 1.